This data is from Reaction yield outcomes from USPTO patents with 853,638 reactions. The task is: Predict the reaction yield, written as a fraction of the theoretical maximum amount of product (1.0 means a 100% yield; for example, 0.34 means a 34% yield). The reactants are [CH3:1][O:2][C:3]1[CH:4]=[CH:5][CH:6]=[C:7]2[C:12]=1[CH2:11][CH:10]([C:13]([OH:15])=O)[CH2:9][CH2:8]2.S(O)(O)(=O)=O.[CH2:21]([N:23]([CH2:31][CH3:32])[C:24]1[CH:29]=[CH:28][CH:27]=[CH:26][C:25]=1N)[CH3:22].CC[N:35](CC)CC.CN(C(ON1N=NC2C=CC=CC1=2)=[N+](C)C)C.[B-](F)(F)(F)F. The catalyst is CN(C=O)C.C(OCC)(=O)C. The product is [CH2:21]([N:23]([CH2:31][CH3:32])[C:24]1[CH:29]=[CH:28][C:27]([NH:35][C:13]([CH:10]2[CH2:9][CH2:8][C:7]3[C:12](=[C:3]([O:2][CH3:1])[CH:4]=[CH:5][CH:6]=3)[CH2:11]2)=[O:15])=[CH:26][CH:25]=1)[CH3:22]. The yield is 0.480.